Regression. Given a target protein amino acid sequence and a drug SMILES string, predict the binding affinity score between them. We predict KIBA score (integrated kinase binding score). Dataset: kiba. From a dataset of Kinase inhibitor bioactivity data combining Ki, Kd, and IC50 measurements. The drug is Cc1c(-c2ccc3[nH]nc(N)c3c2)nnn1Cc1ccccc1. The target protein (Q13131) has sequence MRRLSSWRKMATAEKQKHDGRVKIGHYILGDTLGVGTFGKVKVGKHELTGHKVAVKILNRQKIRSLDVVGKIRREIQNLKLFRHPHIIKLYQVISTPSDIFMVMEYVSGGELFDYICKNGRLDEKESRRLFQQILSGVDYCHRHMVVHRDLKPENVLLDAHMNAKIADFGLSNMMSDGEFLRTSCGSPNYAAPEVISGRLYAGPEVDIWSSGVILYALLCGTLPFDDDHVPTLFKKICDGIFYTPQYLNPSVISLLKHMLQVDPMKRATIKDIREHEWFKQDLPKYLFPEDPSYSSTMIDDEALKEVCEKFECSEEEVLSCLYNRNHQDPLAVAYHLIIDNRRIMNEAKDFYLATSPPDSFLDDHHLTRPHPERVPFLVAETPRARHTLDELNPQKSKHQGVRKAKWHLGIRSQSRPNDIMAEVCRAIKQLDYEWKVVNPYYLRVRRKNPVTSTYSKMSLQLYQVDSRTYLLDFRSIDDEITEAKSGTATPQRSGSVSNY.... The KIBA score is 11.9.